Dataset: Reaction yield outcomes from USPTO patents with 853,638 reactions. Task: Predict the reaction yield, written as a fraction of the theoretical maximum amount of product (1.0 means a 100% yield; for example, 0.34 means a 34% yield). (1) The reactants are [CH3:1][O:2][C:3](=[O:24])[C:4]([CH3:23])([N+:20]([O-])=O)[CH2:5][C:6]1[C:14]2[C:9](=[CH:10][CH:11]=[C:12]([O:15][CH2:16][CH2:17][O:18][CH3:19])[CH:13]=2)[NH:8][CH:7]=1. The catalyst is CO. The product is [CH3:1][O:2][C:3](=[O:24])[C:4]([NH2:20])([CH3:23])[CH2:5][C:6]1[C:14]2[C:9](=[CH:10][CH:11]=[C:12]([O:15][CH2:16][CH2:17][O:18][CH3:19])[CH:13]=2)[NH:8][CH:7]=1. The yield is 0.520. (2) The reactants are [CH3:1][N:2]([CH3:13])[C:3]1[CH:12]=[CH:11][CH:10]=[CH:9][C:4]=1[C:5](OC)=[O:6].[BH4-].[Na+]. The catalyst is C1COCC1. The product is [CH3:1][N:2]([CH3:13])[C:3]1[CH:12]=[CH:11][CH:10]=[CH:9][C:4]=1[CH2:5][OH:6]. The yield is 0.600. (3) The reactants are Br[C:2]1[CH:3]=[CH:4][C:5]2[C:6]3[CH2:25][N:24]([C:26]([O:28][C:29]([CH3:32])([CH3:31])[CH3:30])=[O:27])[CH2:23][CH2:22][CH2:21][C:7]=3[N:8](S(C3C=CC(C)=CC=3)(=O)=O)[C:9]=2[CH:10]=1.[F:33][C:34]([F:49])([F:48])[C:35]1[N:40]=[N:39][C:38]([C:41]2[CH:46]=[CH:45][NH:44][C:43](=[O:47])[CH:42]=2)=[CH:37][CH:36]=1.C([O-])([O-])=O.[Cs+].[Cs+].OC1C=CC=C2C=1N=CC=C2. The catalyst is CS(C)=O.[Cu](I)I. The product is [O:47]=[C:43]1[CH:42]=[C:41]([C:38]2[N:39]=[N:40][C:35]([C:34]([F:49])([F:48])[F:33])=[CH:36][CH:37]=2)[CH:46]=[CH:45][N:44]1[C:2]1[CH:3]=[CH:4][C:5]2[C:6]3[CH2:25][N:24]([C:26]([O:28][C:29]([CH3:32])([CH3:31])[CH3:30])=[O:27])[CH2:23][CH2:22][CH2:21][C:7]=3[NH:8][C:9]=2[CH:10]=1. The yield is 0.190. (4) The product is [CH3:32][N:20]1[CH2:19][C:18]2[CH:17]=[CH:16][C:15]([NH:11][C:10]3[CH:12]=[CH:13][C:7]([C:5]4[CH:4]=[N:3][N:2]([CH3:1])[CH:6]=4)=[CH:8][CH:9]=3)=[N:25][C:24]=2[O:23][C@H:22]([C:26]2[CH:31]=[CH:30][CH:29]=[CH:28][CH:27]=2)[CH2:21]1. The reactants are [CH3:1][N:2]1[CH:6]=[C:5]([C:7]2[CH:13]=[CH:12][C:10]([NH2:11])=[CH:9][CH:8]=2)[CH:4]=[N:3]1.Cl[C:15]1[CH:16]=[CH:17][C:18]2[CH2:19][N:20]([CH3:32])[CH2:21][C@@H:22]([C:26]3[CH:31]=[CH:30][CH:29]=[CH:28][CH:27]=3)[O:23][C:24]=2[N:25]=1.C(=O)([O-])[O-].[Cs+].[Cs+].COCCOC. The catalyst is C(O[Pd]C1C=CC=CC=1C1C=CC=CC=1P(C(C)(C)C)C(C)(C)C)(=O)C.CCO. The yield is 0.317. (5) The reactants are [NH2:1][C:2]1[S:3][CH:4]=[C:5]([CH2:7][C:8]([O:10][CH2:11][CH3:12])=[O:9])[N:6]=1.[Cl:13][C:14]1[CH:19]=[CH:18][CH:17]=[CH:16][C:15]=1[S:20](Cl)(=[O:22])=[O:21]. No catalyst specified. The product is [Cl:13][C:14]1[CH:19]=[CH:18][CH:17]=[CH:16][C:15]=1[S:20]([NH:1][C:2]1[S:3][CH:4]=[C:5]([CH2:7][C:8]([O:10][CH2:11][CH3:12])=[O:9])[N:6]=1)(=[O:22])=[O:21]. The yield is 0.220. (6) The reactants are [CH3:1][N:2]1[CH2:8][CH2:7][CH2:6][NH:5][CH2:4][CH2:3]1.C([O-])([O-])=O.[K+].[K+].Br[C:16]1[CH:17]=[CH:18][C:19]([N+:22]([O-:24])=[O:23])=[N:20][CH:21]=1.O. The catalyst is CS(C)=O. The product is [CH3:1][N:2]1[CH2:8][CH2:7][CH2:6][N:5]([C:16]2[CH:21]=[N:20][C:19]([N+:22]([O-:24])=[O:23])=[CH:18][CH:17]=2)[CH2:4][CH2:3]1. The yield is 0.690.